From a dataset of Peptide-MHC class I binding affinity with 185,985 pairs from IEDB/IMGT. Regression. Given a peptide amino acid sequence and an MHC pseudo amino acid sequence, predict their binding affinity value. This is MHC class I binding data. (1) The peptide sequence is LLMRTTWAF. The MHC is HLA-B15:01 with pseudo-sequence HLA-B15:01. The binding affinity (normalized) is 0.993. (2) The binding affinity (normalized) is 0.0671. The MHC is HLA-B45:01 with pseudo-sequence HLA-B45:01. The peptide sequence is QKEEAAICGQMDLS. (3) The peptide sequence is SYMSTFPLF. The MHC is HLA-C06:02 with pseudo-sequence HLA-C06:02. The binding affinity (normalized) is 0.407. (4) The peptide sequence is RDWAHNSL. The MHC is HLA-A31:01 with pseudo-sequence HLA-A31:01. The binding affinity (normalized) is 0. (5) The peptide sequence is GASHNILVEV. The MHC is HLA-B57:01 with pseudo-sequence HLA-B57:01. The binding affinity (normalized) is 0.384. (6) The peptide sequence is QSLFSWLHL. The MHC is H-2-Kb with pseudo-sequence H-2-Kb. The binding affinity (normalized) is 0.537. (7) The peptide sequence is KEKDMTKEF. The MHC is HLA-B35:01 with pseudo-sequence HLA-B35:01. The binding affinity (normalized) is 0.0847. (8) The peptide sequence is AAATSAGTR. The MHC is HLA-A11:01 with pseudo-sequence HLA-A11:01. The binding affinity (normalized) is 0.231. (9) The peptide sequence is EVLRPTTVV. The MHC is HLA-A02:01 with pseudo-sequence HLA-A02:01. The binding affinity (normalized) is 0. (10) The peptide sequence is THEANTMAM. The MHC is HLA-B07:02 with pseudo-sequence HLA-B07:02. The binding affinity (normalized) is 0.0906.